The task is: Predict the reactants needed to synthesize the given product.. This data is from Full USPTO retrosynthesis dataset with 1.9M reactions from patents (1976-2016). (1) Given the product [O:8]=[C:7]1[NH:6][CH2:5][C:4](=[O:40])[N:9]1[C:10]1[CH:19]=[C:18]([C:20]2[C:29]3[C:24](=[CH:25][C:26]([O:35][CH2:36][CH3:37])=[C:27]4[O:32][C:31]([CH3:34])([CH3:33])[CH2:30][C:28]4=3)[CH2:23][C:22]([CH3:38])([CH3:39])[N:21]=2)[CH:17]=[CH:16][C:11]=1[C:12]([O:14][CH3:15])=[O:13], predict the reactants needed to synthesize it. The reactants are: C(O[C:4](=[O:40])[CH2:5][NH:6][C:7]([NH:9][C:10]1[CH:19]=[C:18]([C:20]2[C:29]3[C:24](=[CH:25][C:26]([O:35][CH2:36][CH3:37])=[C:27]4[O:32][C:31]([CH3:34])([CH3:33])[CH2:30][C:28]4=3)[CH2:23][C:22]([CH3:39])([CH3:38])[N:21]=2)[CH:17]=[CH:16][C:11]=1[C:12]([O:14][CH3:15])=[O:13])=[O:8])C.S(=O)(=O)(O)O. (2) Given the product [CH2:29]([O:31][C:32](=[O:47])[CH2:33][CH2:34][CH2:35][N:36]([C:21]([C:18]1([CH3:24])[CH2:19][CH2:20][N:17]1[C:15](=[O:16])[CH2:14][C:12]1[C:11]2[CH:25]=[CH:26][CH:27]=[CH:28][C:10]=2[S:9][CH:13]=1)=[O:23])[CH2:37][C:38]1[CH:46]=[CH:45][C:41]2[CH:42]=[CH:43][O:44][C:40]=2[CH:39]=1)[CH3:30], predict the reactants needed to synthesize it. The reactants are: ClC(N(C)C)=C(C)C.[S:9]1[CH:13]=[C:12]([CH2:14][C:15]([N:17]2[CH2:20][CH2:19][C:18]2([CH3:24])[C:21]([OH:23])=O)=[O:16])[C:11]2[CH:25]=[CH:26][CH:27]=[CH:28][C:10]1=2.[CH2:29]([O:31][C:32](=[O:47])[CH2:33][CH2:34][CH2:35][NH:36][CH2:37][C:38]1[CH:46]=[CH:45][C:41]2[CH:42]=[CH:43][O:44][C:40]=2[CH:39]=1)[CH3:30]. (3) Given the product [ClH:19].[CH3:1][O:2][C@:3]1([C:13]2[CH:14]=[CH:15][CH:16]=[CH:17][CH:18]=2)[CH2:8][CH2:7][CH2:6][CH2:5][C@@H:4]1[CH2:9][N:10]([CH3:12])[CH3:11].[ClH:19], predict the reactants needed to synthesize it. The reactants are: [CH3:1][O:2][C@:3]1([C:13]2[CH:18]=[CH:17][CH:16]=[CH:15][CH:14]=2)[CH2:8][CH2:7][CH2:6][CH2:5][C@@H:4]1[CH2:9][N:10]([CH3:12])[CH3:11].[ClH:19].